Dataset: Forward reaction prediction with 1.9M reactions from USPTO patents (1976-2016). Task: Predict the product of the given reaction. Given the reactants [C:1]([C:3]1[CH:27]=[CH:26][C:6]([O:7][C:8]2[CH:9]=[C:10]([CH:14]=[C:15]([O:17][C:18]3[CH:23]=[CH:22][C:21]([C:24]#[N:25])=[CH:20][CH:19]=3)[CH:16]=2)[C:11](O)=[O:12])=[CH:5][CH:4]=1)#[N:2].[CH3:28][CH:29]1[CH2:34][CH2:33][CH:32]([NH2:35])[CH2:31][CH2:30]1, predict the reaction product. The product is: [C:1]([C:3]1[CH:4]=[CH:5][C:6]([O:7][C:8]2[CH:9]=[C:10]([CH:14]=[C:15]([O:17][C:18]3[CH:19]=[CH:20][C:21]([C:24]#[N:25])=[CH:22][CH:23]=3)[CH:16]=2)[C:11]([NH:35][CH:32]2[CH2:33][CH2:34][CH:29]([CH3:28])[CH2:30][CH2:31]2)=[O:12])=[CH:26][CH:27]=1)#[N:2].